From a dataset of Full USPTO retrosynthesis dataset with 1.9M reactions from patents (1976-2016). Predict the reactants needed to synthesize the given product. Given the product [F:17][C:16]([F:19])([F:18])[O:15][C:12]1[CH:13]=[CH:14][C:9]([C:5]2[CH:4]=[C:3]([CH:8]=[CH:7][CH:6]=2)[CH:1]=[C:24]2[S:20][C:21](=[O:26])[NH:22][C:23]2=[O:25])=[CH:10][CH:11]=1, predict the reactants needed to synthesize it. The reactants are: [CH:1]([C:3]1[CH:4]=[C:5]([C:9]2[CH:14]=[CH:13][C:12]([O:15][C:16]([F:19])([F:18])[F:17])=[CH:11][CH:10]=2)[CH:6]=[CH:7][CH:8]=1)=O.[S:20]1[CH2:24][C:23](=[O:25])[NH:22][C:21]1=[O:26].N1CCCCC1.C(O)(=O)C1C=CC=CC=1.